From a dataset of NCI-60 drug combinations with 297,098 pairs across 59 cell lines. Regression. Given two drug SMILES strings and cell line genomic features, predict the synergy score measuring deviation from expected non-interaction effect. (1) Drug 1: C1CCN(CC1)CCOC2=CC=C(C=C2)C(=O)C3=C(SC4=C3C=CC(=C4)O)C5=CC=C(C=C5)O. Drug 2: CC1=C2C(C(=O)C3(C(CC4C(C3C(C(C2(C)C)(CC1OC(=O)C(C(C5=CC=CC=C5)NC(=O)OC(C)(C)C)O)O)OC(=O)C6=CC=CC=C6)(CO4)OC(=O)C)OC)C)OC. Cell line: HCT116. Synergy scores: CSS=57.7, Synergy_ZIP=9.32, Synergy_Bliss=6.76, Synergy_Loewe=-28.0, Synergy_HSA=5.50. (2) Drug 1: CC1=C(C=C(C=C1)NC2=NC=CC(=N2)N(C)C3=CC4=NN(C(=C4C=C3)C)C)S(=O)(=O)N.Cl. Drug 2: CC(C)NC(=O)C1=CC=C(C=C1)CNNC.Cl. Cell line: OVCAR-5. Synergy scores: CSS=6.39, Synergy_ZIP=1.66, Synergy_Bliss=3.76, Synergy_Loewe=0.215, Synergy_HSA=1.41. (3) Drug 2: CC1=C(C(=O)C2=C(C1=O)N3CC4C(C3(C2COC(=O)N)OC)N4)N. Cell line: IGROV1. Drug 1: CC12CCC3C(C1CCC2O)C(CC4=C3C=CC(=C4)O)CCCCCCCCCS(=O)CCCC(C(F)(F)F)(F)F. Synergy scores: CSS=8.81, Synergy_ZIP=-1.07, Synergy_Bliss=3.27, Synergy_Loewe=-0.873, Synergy_HSA=-0.457. (4) Drug 1: C1CNP(=O)(OC1)N(CCCl)CCCl. Drug 2: CC1(CCCN1)C2=NC3=C(C=CC=C3N2)C(=O)N. Cell line: NCI-H460. Synergy scores: CSS=8.48, Synergy_ZIP=0.298, Synergy_Bliss=4.60, Synergy_Loewe=7.29, Synergy_HSA=5.51.